Dataset: Reaction yield outcomes from USPTO patents with 853,638 reactions. Task: Predict the reaction yield, written as a fraction of the theoretical maximum amount of product (1.0 means a 100% yield; for example, 0.34 means a 34% yield). (1) The reactants are [C:1]([O:5][C:6]([N:8]1[CH2:12][C@H:11]([O:13][CH3:14])[CH2:10][C@@H:9]1[C:15]([OH:17])=O)=[O:7])([CH3:4])([CH3:3])[CH3:2].[CH3:18][O:19][C:20](=[O:28])[C:21]1[CH:26]=[CH:25][C:24]([NH2:27])=[CH:23][CH:22]=1.CCOC1N(C(OCC)=O)C2C(=CC=CC=2)C=C1.C(N(CC)CC)C. The catalyst is C(Cl)(Cl)Cl.CCOC(C)=O. The product is [C:1]([O:5][C:6]([N:8]1[CH2:12][C@H:11]([O:13][CH3:14])[CH2:10][C@@H:9]1[C:15](=[O:17])[NH:27][C:24]1[CH:23]=[CH:22][C:21]([C:20]([O:19][CH3:18])=[O:28])=[CH:26][CH:25]=1)=[O:7])([CH3:2])([CH3:3])[CH3:4]. The yield is 1.00. (2) The reactants are [CH:1]([NH:4][C:5]1[O:6][C:7]([C:10]2[CH:11]=[C:12]3[C:16](=[CH:17][CH:18]=2)[NH:15][CH:14]=[C:13]3[N+:19]([O-])=O)=[N:8][N:9]=1)([CH3:3])[CH3:2].NN. The catalyst is CO.[Ni]. The product is [NH2:19][C:13]1[C:12]2[C:16](=[CH:17][CH:18]=[C:10]([C:7]3[O:6][C:5]([NH:4][CH:1]([CH3:3])[CH3:2])=[N:9][N:8]=3)[CH:11]=2)[NH:15][CH:14]=1. The yield is 0.270. (3) The reactants are C([O:3][C:4](=[O:25])[C:5]1[CH:10]=[CH:9][C:8]([O:11][C:12]2[CH:17]=[CH:16][CH:15]=[CH:14][C:13]=2[C:18]([O:20]C)=[O:19])=[C:7]([N+:22]([O-:24])=[O:23])[CH:6]=1)C.[Li+].[OH-]. The catalyst is C1COCC1. The product is [C:18]([C:13]1[CH:14]=[CH:15][CH:16]=[CH:17][C:12]=1[O:11][C:8]1[CH:9]=[CH:10][C:5]([C:4]([OH:25])=[O:3])=[CH:6][C:7]=1[N+:22]([O-:24])=[O:23])([OH:20])=[O:19]. The yield is 0.850. (4) The reactants are Cl.F[C:3]1[CH:8]=[C:7]([I:9])[C:6]([F:10])=[CH:5][N:4]=1.[O:11]1CCOCC1. The catalyst is O. The product is [F:10][C:6]1[C:7]([I:9])=[CH:8][C:3](=[O:11])[NH:4][CH:5]=1. The yield is 0.500. (5) The reactants are [S:1]1[C:5]2[CH:6]=[CH:7][CH:8]=[CH:9][C:4]=2[N:3]=[C:2]1[S:10][CH2:11][CH2:12][N:13]1[CH2:18][CH2:17][N:16]([CH2:19][C:20]([NH:22][C:23]2[C:24]([CH3:34])=[N:25][C:26]([CH3:33])=[CH:27][C:28]=2[C:29]([F:32])([F:31])[F:30])=[O:21])[CH2:15][CH2:14]1.[ClH:35].N1C=CC=CC=1. The catalyst is C(O)C. The product is [ClH:35].[ClH:35].[S:1]1[C:5]2[CH:6]=[CH:7][CH:8]=[CH:9][C:4]=2[N:3]=[C:2]1[S:10][CH2:11][CH2:12][N:13]1[CH2:14][CH2:15][N:16]([CH2:19][C:20]([NH:22][C:23]2[C:24]([CH3:34])=[N:25][C:26]([CH3:33])=[CH:27][C:28]=2[C:29]([F:32])([F:31])[F:30])=[O:21])[CH2:17][CH2:18]1. The yield is 0.550.